The task is: Predict the reactants needed to synthesize the given product.. This data is from Full USPTO retrosynthesis dataset with 1.9M reactions from patents (1976-2016). (1) The reactants are: Cl[C:2]1[C:3]2[N:4]([C:8]([C:19]3[CH:24]=[CH:23][N:22]=[C:21]([NH:25][C:26]4[CH:31]=[CH:30][CH:29]=[CH:28]C=4)[N:20]=3)=[C:9]([C:11]3[CH:16]=[CH:15][CH:14]=[C:13]([O:17][CH3:18])[CH:12]=3)[N:10]=2)[CH:5]=[CH:6][CH:7]=1.C1(P(C2C=CC=CC=2)C2C=CC3C(=CC=CC=3)C=2C2C3C(=CC=CC=3)C=CC=2P(C2C=CC=CC=2)C2C=CC=CC=2)C=CC=CC=1.C(=O)([O-])[O-].[Cs+].[Cs+].C(OCC)(=O)C.[CH:90]1([NH2:95])[CH2:94][CH2:93][CH2:92][CH2:91]1. Given the product [CH:90]1([NH:95][C:2]2[C:3]3[N:4]([C:8]([C:19]4[CH:24]=[CH:23][N:22]=[C:21]([NH:25][CH:26]5[CH2:31][CH2:30][CH2:29][CH2:28]5)[N:20]=4)=[C:9]([C:11]4[CH:16]=[CH:15][CH:14]=[C:13]([O:17][CH3:18])[CH:12]=4)[N:10]=3)[CH:5]=[CH:6][CH:7]=2)[CH2:94][CH2:93][CH2:92][CH2:91]1, predict the reactants needed to synthesize it. (2) Given the product [ClH:1].[NH2:43][C@@H:44]([CH2:50][CH:51]([CH3:53])[CH3:52])[C:45]([O:47][CH2:48][N:14]1[C:11]2=[N:12][CH:13]=[C:8]([C:5]3[CH:6]=[CH:7][C:2]([Cl:1])=[CH:3][CH:4]=3)[CH:9]=[C:10]2[C:16]([C:17](=[O:18])[C:19]2[C:24]([F:25])=[CH:23][CH:22]=[C:21]([NH:26][S:27]([CH2:30][CH2:31][CH3:32])(=[O:28])=[O:29])[C:20]=2[F:33])=[CH:15]1)=[O:46], predict the reactants needed to synthesize it. The reactants are: [Cl:1][C:2]1[CH:7]=[CH:6][C:5]([C:8]2[CH:9]=[C:10]3[C:16]([C:17]([C:19]4[C:20]([F:33])=[C:21]([NH:26][S:27]([CH2:30][CH2:31][CH3:32])(=[O:29])=[O:28])[CH:22]=[CH:23][C:24]=4[F:25])=[O:18])=[CH:15][NH:14][C:11]3=[N:12][CH:13]=2)=[CH:4][CH:3]=1.[OH-].[K+].C(OC([NH:43][CH:44]([CH2:50][CH:51]([CH3:53])[CH3:52])[C:45]([O:47][CH2:48]Cl)=[O:46])=O)(C)(C)C.